This data is from Reaction yield outcomes from USPTO patents with 853,638 reactions. The task is: Predict the reaction yield, written as a fraction of the theoretical maximum amount of product (1.0 means a 100% yield; for example, 0.34 means a 34% yield). (1) The reactants are [N-:1]=[C:2]=[S:3].[Na+].N1C=CC=CC=1.[CH3:11][C:12]1([CH3:27])[O:16][C@@H:15]([C:17](Cl)=[N:18]OS(C)(=O)=O)[C:14]([CH3:26])([CH3:25])[O:13]1.[CH2:28]([N:30]1[C:34]([O:35][C:36]2[C:37]([NH2:49])=[N:38][CH:39]=[C:40]([S:42][C:43]3[CH:48]=[CH:47][CH:46]=[CH:45][N:44]=3)[CH:41]=2)=[CH:33][CH:32]=[N:31]1)[CH3:29]. The catalyst is CCOC(C)=O.[OH-].[Na+]. The product is [CH2:28]([N:30]1[C:34]([O:35][C:36]2[C:37]([NH:49][C:2]3[S:3][N:18]=[C:17]([C@H:15]4[C:14]([CH3:25])([CH3:26])[O:13][C:12]([CH3:11])([CH3:27])[O:16]4)[N:1]=3)=[N:38][CH:39]=[C:40]([S:42][C:43]3[CH:48]=[CH:47][CH:46]=[CH:45][N:44]=3)[CH:41]=2)=[CH:33][CH:32]=[N:31]1)[CH3:29]. The yield is 0.320. (2) The reactants are [Br:1][C:2]1[CH:18]=[CH:17][C:5]2[C:6]3[N:7]([CH:11]=[C:12]([C:14]([OH:16])=O)[N:13]=3)[CH2:8][CH2:9][O:10][C:4]=2[CH:3]=1.[C:19]([NH:26][C:27]([S:29][CH3:30])=[NH:28])([O:21][C:22]([CH3:25])([CH3:24])[CH3:23])=[O:20].CN(C(ON1N=NC2C=CC=NC1=2)=[N+](C)C)C.F[P-](F)(F)(F)(F)F.CCN(C(C)C)C(C)C. The catalyst is C(Cl)Cl. The product is [Br:1][C:2]1[CH:18]=[CH:17][C:5]2[C:6]3[N:7]([CH:11]=[C:12]([C:14]([N:28]=[C:27]([S:29][CH3:30])[NH:26][C:19]([O:21][C:22]([CH3:23])([CH3:24])[CH3:25])=[O:20])=[O:16])[N:13]=3)[CH2:8][CH2:9][O:10][C:4]=2[CH:3]=1. The yield is 0.600. (3) The reactants are [CH2:1]([S:8][C:9]1[CH:18]=[C:17]2[C:12]([C:13](Cl)=[N:14][CH:15]=[N:16]2)=[CH:11][CH:10]=1)[C:2]1[CH:7]=[CH:6][CH:5]=[CH:4][CH:3]=1.[Br:20][C:21]1[C:26]([F:27])=[CH:25][C:24](B(O)O)=[C:23]([O:31][CH3:32])[CH:22]=1. The catalyst is C1C=CC([P]([Pd]([P](C2C=CC=CC=2)(C2C=CC=CC=2)C2C=CC=CC=2)([P](C2C=CC=CC=2)(C2C=CC=CC=2)C2C=CC=CC=2)[P](C2C=CC=CC=2)(C2C=CC=CC=2)C2C=CC=CC=2)(C2C=CC=CC=2)C2C=CC=CC=2)=CC=1. The product is [CH2:1]([S:8][C:9]1[CH:18]=[C:17]2[C:12]([C:13]([C:24]3[CH:25]=[C:26]([F:27])[C:21]([Br:20])=[CH:22][C:23]=3[O:31][CH3:32])=[N:14][CH:15]=[N:16]2)=[CH:11][CH:10]=1)[C:2]1[CH:7]=[CH:6][CH:5]=[CH:4][CH:3]=1. The yield is 0.472. (4) The reactants are C([SiH](CC)CC)C.FC(F)(F)C(O)=O.[CH3:15][O:16][C:17](=[O:43])[C:18]1[CH:23]=[CH:22][C:21]([S:24]([N:27]2[C:35]3[C:30](=[CH:31][CH:32]=[CH:33][CH:34]=3)[C:29]([C:36]3(O)[CH2:41][CH2:40][CH2:39][CH2:38][CH2:37]3)=[CH:28]2)(=[O:26])=[O:25])=[CH:20][CH:19]=1.C(=O)(O)[O-].[Na+]. The catalyst is CCOC(C)=O.C(Cl)Cl. The product is [CH3:15][O:16][C:17](=[O:43])[C:18]1[CH:23]=[CH:22][C:21]([S:24]([N:27]2[C:35]3[C:30](=[CH:31][CH:32]=[CH:33][CH:34]=3)[C:29]([CH:36]3[CH2:37][CH2:38][CH2:39][CH2:40][CH2:41]3)=[CH:28]2)(=[O:25])=[O:26])=[CH:20][CH:19]=1. The yield is 0.870.